This data is from Retrosynthesis with 50K atom-mapped reactions and 10 reaction types from USPTO. The task is: Predict the reactants needed to synthesize the given product. Given the product CC(C)(C)OC(=O)N1CCC(Oc2ncnc3ccc(-c4cncc(NS(=O)(=O)c5ccccc5)c4)nc23)CC1, predict the reactants needed to synthesize it. The reactants are: CC(C)(C)OC(=O)N1CCC(Oc2ncnc3ccc(Cl)nc23)CC1.CC1(C)OB(c2cncc(NS(=O)(=O)c3ccccc3)c2)OC1(C)C.